From a dataset of Forward reaction prediction with 1.9M reactions from USPTO patents (1976-2016). Predict the product of the given reaction. (1) Given the reactants [C:1]1([C:11]([NH2:13])=[NH:12])[C:10]2[C:5](=[CH:6][CH:7]=[CH:8][CH:9]=2)[CH:4]=[CH:3][CH:2]=1.[Cl:14][C:15]1[CH:26]=[C:25]([Cl:27])[CH:24]=[CH:23][C:16]=1[CH:17]=[C:18]([C:21]#[N:22])[C:19]#[N:20], predict the reaction product. The product is: [NH2:22][CH2:21][C:18]1[C:19]([NH2:20])=[N:12][C:11]([C:1]2[C:10]3[C:5](=[CH:6][CH:7]=[CH:8][CH:9]=3)[CH:4]=[CH:3][CH:2]=2)=[N:13][C:17]=1[C:16]1[CH:23]=[CH:24][C:25]([Cl:27])=[CH:26][C:15]=1[Cl:14]. (2) Given the reactants [Cl:1][C:2]1[CH:7]=[C:6]([O:8][CH3:9])[N:5]=[C:4]([S:10][CH3:11])[N:3]=1.C1C(=O)N([I:19])C(=O)C1, predict the reaction product. The product is: [Cl:1][C:2]1[C:7]([I:19])=[C:6]([O:8][CH3:9])[N:5]=[C:4]([S:10][CH3:11])[N:3]=1. (3) Given the reactants [SH:1][CH2:2][C:3]([OH:5])=[O:4].[SH-:6].[Na+:7].Cl[CH2:9][C:10]([O-:12])=[O:11].[Na+], predict the reaction product. The product is: [SH:1][CH2:2][CH2:9][C:10]([OH:12])=[O:11].[SH-:6].[Na+:7].[C:3]1(=[O:4])[O:5][CH2:9][CH2:2]1. (4) Given the reactants [CH3:1][O:2][C:3]1[C:4]([CH2:20][N:21]2[CH2:26][CH2:25][C@@H:24]([CH3:27])[CH2:23][C@H:22]2[C:28]2[CH:33]=[CH:32][C:31]([C:34]([O:36]C)=[O:35])=[CH:30][CH:29]=2)=[C:5]2[C:9](=[C:10]([CH3:12])[CH:11]=1)[N:8](C(OC(C)(C)C)=O)[CH:7]=[CH:6]2.[Li+].[OH-].CO, predict the reaction product. The product is: [CH3:1][O:2][C:3]1[C:4]([CH2:20][N:21]2[CH2:26][CH2:25][C@@H:24]([CH3:27])[CH2:23][C@H:22]2[C:28]2[CH:29]=[CH:30][C:31]([C:34]([OH:36])=[O:35])=[CH:32][CH:33]=2)=[C:5]2[C:9](=[C:10]([CH3:12])[CH:11]=1)[NH:8][CH:7]=[CH:6]2. (5) Given the reactants [Cl:1][C:2]1[CH:7]=[C:6]([O:8][CH3:9])[CH:5]=[CH:4][C:3]=1[CH:10]=[CH2:11].[Si]([C:16]([F:19])(F)[F:17])(C)(C)C.[Na+].[I-], predict the reaction product. The product is: [Cl:1][C:2]1[CH:7]=[C:6]([O:8][CH3:9])[CH:5]=[CH:4][C:3]=1[CH:10]1[CH2:11][C:16]1([F:19])[F:17]. (6) Given the reactants [C:1]([O:7][CH2:8][CH3:9])(=[O:6])[CH2:2][C:3]([CH3:5])=O.BrBr.[Br:12][C:13]1[CH:14]=[C:15]([Cl:20])[N:16]=[N:17][C:18]=1[NH2:19].O, predict the reaction product. The product is: [Br:12][C:13]1[C:18]2[N:17]([CH:5]=[C:3]([CH2:2][C:1]([O:7][CH2:8][CH3:9])=[O:6])[N:19]=2)[N:16]=[C:15]([Cl:20])[CH:14]=1.